From a dataset of Full USPTO retrosynthesis dataset with 1.9M reactions from patents (1976-2016). Predict the reactants needed to synthesize the given product. (1) Given the product [C:6]([O:10][C:11]([N:13]1[C:21]2[C:16](=[N:17][CH:18]=[C:19]([C:28](=[O:35])[C:29]3[CH:34]=[CH:33][CH:32]=[CH:31][CH:30]=3)[CH:20]=2)[C:15]([CH3:24])([CH3:23])[CH2:14]1)=[O:12])([CH3:9])([CH3:8])[CH3:7], predict the reactants needed to synthesize it. The reactants are: C([Li])CCC.[C:6]([O:10][C:11]([N:13]1[C:21]2[C:16](=[N:17][CH:18]=[C:19](Br)[CH:20]=2)[C:15]([CH3:24])([CH3:23])[CH2:14]1)=[O:12])([CH3:9])([CH3:8])[CH3:7].CON(C)[C:28](=[O:35])[C:29]1[CH:34]=[CH:33][CH:32]=[CH:31][CH:30]=1. (2) Given the product [Cl:1][C:2]1[CH:24]=[C:23]([Cl:25])[CH:22]=[CH:21][C:3]=1[CH2:4][O:5][C:6]1[C:15]([CH3:16])=[C:14]([O:17][CH2:18][O:19][CH3:20])[CH:13]=[CH:12][C:7]=1[C:8]([OH:10])=[O:9], predict the reactants needed to synthesize it. The reactants are: [Cl:1][C:2]1[CH:24]=[C:23]([Cl:25])[CH:22]=[CH:21][C:3]=1[CH2:4][O:5][C:6]1[C:15]([CH3:16])=[C:14]([O:17][CH2:18][O:19][CH3:20])[CH:13]=[CH:12][C:7]=1[C:8]([O:10]C)=[O:9].[OH-].[Na+].O. (3) Given the product [CH3:1][O:2][C:3]1[CH:19]=[CH:18][C:6]([CH2:7][O:8][C:9]2[C:10]([CH2:16][O:17][CH3:23])=[N:11][C:12]([CH3:15])=[CH:13][CH:14]=2)=[CH:5][CH:4]=1, predict the reactants needed to synthesize it. The reactants are: [CH3:1][O:2][C:3]1[CH:19]=[CH:18][C:6]([CH2:7][O:8][C:9]2[C:10]([CH2:16][OH:17])=[N:11][C:12]([CH3:15])=[CH:13][CH:14]=2)=[CH:5][CH:4]=1.[H-].[Na+].I[CH3:23]. (4) Given the product [CH2:27]([O:16][C:14](=[O:15])[CH2:13][C:17]1[C:8]2[C:3]3=[C:2]([S:1][CH2:6][CH2:5][N:4]3[C:18]=1[C:19]([OH:21])=[O:20])[CH:11]=[CH:10][CH:9]=2)[CH3:28], predict the reactants needed to synthesize it. The reactants are: [S:1]1[CH2:6][CH2:5][N:4](N)[C:3]2[CH:8]=[CH:9][CH:10]=[CH:11][C:2]1=2.O=[C:13]([CH2:17][CH2:18][C:19]([OH:21])=[O:20])[C:14]([OH:16])=[O:15].OS(O)(=O)=O.[CH3:27][CH2:28]O. (5) Given the product [O:29]1[CH2:34][CH2:33][O:30][CH:28]1[C@@H:20]([NH:19][C:15]([C@@:12]1([CH3:14])[CH2:11][CH2:10][C:5]2[C:4](=[C:3]([CH3:18])[C:2]([CH3:1])=[C:7]([OH:8])[C:6]=2[CH3:9])[O:13]1)=[O:17])[CH2:21][C:22]1[CH:27]=[CH:26][CH:25]=[CH:24][CH:23]=1, predict the reactants needed to synthesize it. The reactants are: [CH3:1][C:2]1[C:3]([CH3:18])=[C:4]2[O:13][C@:12]([C:15]([OH:17])=O)([CH3:14])[CH2:11][CH2:10][C:5]2=[C:6]([CH3:9])[C:7]=1[OH:8].[NH2:19][C@H:20]([C:28]([OH:30])=[O:29])[CH2:21][C:22]1[CH:27]=[CH:26][CH:25]=[CH:24][CH:23]=1.CO[C:33](=O)[C@H:34](CC(C)C)N. (6) Given the product [NH2:8][C:9]1[CH:14]=[CH:13][CH:12]=[CH:11][C:10]=1[C:15]1[C:16]([CH2:21][C:22]([O:24][CH3:25])=[O:23])=[N:17][O:18][C:19]=1[CH3:20], predict the reactants needed to synthesize it. The reactants are: C(OC([NH:8][C:9]1[CH:14]=[CH:13][CH:12]=[CH:11][C:10]=1[C:15]1[C:16]([CH2:21][C:22]([O:24][CH3:25])=[O:23])=[N:17][O:18][C:19]=1[CH3:20])=O)(C)(C)C. (7) Given the product [CH2:1]([O:3][C:4]1[CH:9]=[CH:8][C:7]([N:10]2[C:32]([NH2:31])=[N:17][C:16]3[C:11]2=[N:12][C:13]([NH:18][C:19]2[CH:20]=[N:21][N:22]([CH2:24][CH2:25][N:26]4[CH:30]=[CH:29][CH:28]=[N:27]4)[CH:23]=2)=[N:14][CH:15]=3)=[CH:6][CH:5]=1)[CH3:2], predict the reactants needed to synthesize it. The reactants are: [CH2:1]([O:3][C:4]1[CH:9]=[CH:8][C:7]([NH:10][C:11]2[C:16]([NH2:17])=[CH:15][N:14]=[C:13]([NH:18][C:19]3[CH:20]=[N:21][N:22]([CH2:24][CH2:25][N:26]4[CH:30]=[CH:29][CH:28]=[N:27]4)[CH:23]=3)[N:12]=2)=[CH:6][CH:5]=1)[CH3:2].[N:31]#[C:32]Br. (8) Given the product [Cl:1][C:2]1[CH:3]=[C:4]([C:12]2[N:16]=[C:15]([C:17]3[CH:18]=[CH:19][C:20]([C:23]4([CH2:26][NH:28][CH2:29][CH2:30][C:31]([OH:33])=[O:32])[CH2:25][CH2:24]4)=[CH:21][CH:22]=3)[O:14][N:13]=2)[CH:5]=[CH:6][C:7]=1[O:8][CH:9]([CH3:10])[CH3:11], predict the reactants needed to synthesize it. The reactants are: [Cl:1][C:2]1[CH:3]=[C:4]([C:12]2[N:16]=[C:15]([C:17]3[CH:22]=[CH:21][C:20]([C:23]4([CH:26]=O)[CH2:25][CH2:24]4)=[CH:19][CH:18]=3)[O:14][N:13]=2)[CH:5]=[CH:6][C:7]=1[O:8][CH:9]([CH3:11])[CH3:10].[NH2:28][CH2:29][CH2:30][C:31]([OH:33])=[O:32].C(O)(=O)C.C([BH3-])#N.[Na+]. (9) Given the product [Cl:6][C:7]1[CH:13]=[CH:12][C:11]([O:22][CH3:19])=[CH:10][C:8]=1[S:1]([Cl:4])(=[O:3])=[O:2], predict the reactants needed to synthesize it. The reactants are: [S:1](=[O:3])=[O:2].[ClH:4].Cl.[Cl:6][C:7]1[CH:13]=[CH:12][C:11](C)=[CH:10][C:8]=1N.N([O-])=O.[Na+].[C:19]([OH:22])(=O)C. (10) Given the product [Cl:10][C:9]1[C:8]([CH2:11][CH2:12][CH2:13][N:14]2[CH2:19][CH2:18][N:17]([CH3:20])[CH2:16][CH2:15]2)=[CH:7][C:4]([C:5]#[N:6])=[CH:3][C:2]=1[NH:1][C:36]1[N:41]=[C:40]([N:42]([CH:52]2[CH2:54][CH2:53]2)[CH2:43][C:44]2[CH:49]=[CH:48][C:47]([O:50][CH3:51])=[CH:46][CH:45]=2)[C:39]2=[N:55][CH:56]=[C:57]([C:58]#[N:59])[N:38]2[N:37]=1, predict the reactants needed to synthesize it. The reactants are: [NH2:1][C:2]1[CH:3]=[C:4]([CH:7]=[C:8]([CH2:11][CH2:12][CH2:13][N:14]2[CH2:19][CH2:18][N:17]([CH3:20])[CH2:16][CH2:15]2)[C:9]=1[Cl:10])[C:5]#[N:6].C(O)(C(F)(F)F)=O.NC1C=CC=CC=1.Cl[C:36]1[N:41]=[C:40]([N:42]([CH:52]2[CH2:54][CH2:53]2)[CH2:43][C:44]2[CH:49]=[CH:48][C:47]([O:50][CH3:51])=[CH:46][CH:45]=2)[C:39]2=[N:55][CH:56]=[C:57]([C:58]#[N:59])[N:38]2[N:37]=1.CC1(C)C2C(=C(P(C3C=CC=CC=3)C3C=CC=CC=3)C=CC=2)OC2C(P(C3C=CC=CC=3)C3C=CC=CC=3)=CC=CC1=2.C(=O)([O-])[O-].[Cs+].[Cs+].